Dataset: Full USPTO retrosynthesis dataset with 1.9M reactions from patents (1976-2016). Task: Predict the reactants needed to synthesize the given product. (1) Given the product [Cl:1][C:2]1[CH:3]=[C:4]([C:12]2[S:16][C:15]([C:17]3[CH:22]=[CH:21][N:20]=[C:19]4[N:23]([CH2:26][CH2:27][C:28]([OH:30])=[O:29])[CH:24]=[CH:25][C:18]=34)=[N:14][N:13]=2)[CH:5]=[CH:6][C:7]=1[O:8][CH:9]([CH3:11])[CH3:10], predict the reactants needed to synthesize it. The reactants are: [Cl:1][C:2]1[CH:3]=[C:4]([C:12]2[S:16][C:15]([C:17]3[CH:22]=[CH:21][N:20]=[C:19]4[N:23]([CH2:26][CH2:27][C:28]([O:30]CC)=[O:29])[CH:24]=[CH:25][C:18]=34)=[N:14][N:13]=2)[CH:5]=[CH:6][C:7]=1[O:8][CH:9]([CH3:11])[CH3:10].[OH-].[Na+].Cl. (2) Given the product [Cl:21][CH2:22][CH2:23][CH2:24][N:7]1[CH2:8][CH2:9][N:5]([CH2:4][CH2:3][CH2:2][OH:1])[C:6]1=[C:10]([C:11]#[N:12])[C:13]#[N:14], predict the reactants needed to synthesize it. The reactants are: [OH:1][CH2:2][CH2:3][CH2:4][N:5]1[CH2:9][CH2:8][NH:7][C:6]1=[C:10]([C:13]#[N:14])[C:11]#[N:12].C(=O)([O-])[O-].[K+].[K+].[Cl:21][CH2:22][CH2:23][CH2:24]I. (3) Given the product [C:1]([C:5]1[CH:9]=[C:8]([NH:10][C:11]([NH:13][C:14]2[CH:19]=[CH:18][CH:17]=[C:16]([Cl:20])[C:15]=2[Cl:21])=[O:12])[N:7]([C:22]2[CH:27]=[CH:26][CH:25]=[C:24]([CH2:28][CH2:29][NH:31][CH3:32])[CH:23]=2)[N:6]=1)([CH3:4])([CH3:2])[CH3:3], predict the reactants needed to synthesize it. The reactants are: [C:1]([C:5]1[CH:9]=[C:8]([NH:10][C:11]([NH:13][C:14]2[CH:19]=[CH:18][CH:17]=[C:16]([Cl:20])[C:15]=2[Cl:21])=[O:12])[N:7]([C:22]2[CH:27]=[CH:26][CH:25]=[C:24]([CH2:28][C:29]([NH:31][CH3:32])=O)[CH:23]=2)[N:6]=1)([CH3:4])([CH3:3])[CH3:2].B.C1COCC1.Cl.[OH-].[Na+]. (4) Given the product [O:61]=[C:60]1[C:59]2[C:54](=[CH:55][CH:56]=[CH:57][CH:58]=2)[C:53](=[O:62])[N:52]1[CH2:51][C@@H:50]([NH:49][C:12]([C:9]1[CH:8]=[C:7]([C:6]2[N:2]([CH3:1])[N:3]=[CH:4][CH:5]=2)[S:11][CH:10]=1)=[O:14])[CH2:63][C:64]1[CH:69]=[CH:68][CH:67]=[CH:66][C:65]=1[C:70]([F:72])([F:71])[F:73], predict the reactants needed to synthesize it. The reactants are: [CH3:1][N:2]1[C:6]([C:7]2[S:11][CH:10]=[C:9]([C:12]([OH:14])=O)[CH:8]=2)=[CH:5][CH:4]=[N:3]1.C1CN([P+](Br)(N2CCCC2)N2CCCC2)CC1.F[P-](F)(F)(F)(F)F.C(N(C(C)C)CC)(C)C.Cl.[NH2:49][C@@H:50]([CH2:63][C:64]1[CH:69]=[CH:68][CH:67]=[CH:66][C:65]=1[C:70]([F:73])([F:72])[F:71])[CH2:51][N:52]1[C:60](=[O:61])[C:59]2[C:54](=[CH:55][CH:56]=[CH:57][CH:58]=2)[C:53]1=[O:62]. (5) Given the product [O:39]=[C:38]1[C:37]2[C:32](=[CH:33][CH:34]=[CH:35][CH:36]=2)[C:31](=[O:40])[N:30]1[CH2:29][CH:28]([S:41][C:42]([C:49]1[CH:54]=[CH:53][CH:52]=[CH:51][CH:50]=1)([C:43]1[CH:44]=[CH:45][CH:46]=[CH:47][CH:48]=1)[C:55]1[CH:60]=[CH:59][CH:58]=[CH:57][CH:56]=1)[CH2:27][N:15]1[C:16]([C:17]2[S:18][CH:19]=[C:20]([CH3:22])[N:21]=2)=[C:12]2[C:13]([N:8]([CH3:7])[C:9](=[O:25])[N:10]([CH3:24])[C:11]2=[O:23])=[CH:14]1, predict the reactants needed to synthesize it. The reactants are: C(=O)([O-])[O-].[Cs+].[Cs+].[CH3:7][N:8]1[C:13]2=[CH:14][NH:15][C:16]([C:17]3[S:18][CH:19]=[C:20]([CH3:22])[N:21]=3)=[C:12]2[C:11](=[O:23])[N:10]([CH3:24])[C:9]1=[O:25].Br[CH2:27][CH:28]([S:41][C:42]([C:55]1[CH:60]=[CH:59][CH:58]=[CH:57][CH:56]=1)([C:49]1[CH:54]=[CH:53][CH:52]=[CH:51][CH:50]=1)[C:43]1[CH:48]=[CH:47][CH:46]=[CH:45][CH:44]=1)[CH2:29][N:30]1[C:38](=[O:39])[C:37]2[C:32](=[CH:33][CH:34]=[CH:35][CH:36]=2)[C:31]1=[O:40]. (6) Given the product [C:34]([C:38]1[CH:43]=[CH:42][C:41]([NH:44][C:45]([N:18]([CH2:19][C:20]2[CH:21]=[CH:22][C:23]([O:24][CH2:25][C:26]([O:28][CH3:29])=[O:27])=[CH:30][CH:31]=2)[CH2:17][C:16]2[CH:15]=[CH:14][C:13]([C:12]#[C:11][C:8]3[CH:7]=[CH:6][C:5]([CH2:1][CH2:2][CH2:3][CH3:4])=[CH:10][CH:9]=3)=[CH:33][CH:32]=2)=[O:46])=[CH:40][CH:39]=1)([CH3:37])([CH3:35])[CH3:36], predict the reactants needed to synthesize it. The reactants are: [CH2:1]([C:5]1[CH:10]=[CH:9][C:8]([C:11]#[C:12][C:13]2[CH:33]=[CH:32][C:16]([CH2:17][NH:18][CH2:19][C:20]3[CH:31]=[CH:30][C:23]([O:24][CH2:25][C:26]([O:28][CH3:29])=[O:27])=[CH:22][CH:21]=3)=[CH:15][CH:14]=2)=[CH:7][CH:6]=1)[CH2:2][CH2:3][CH3:4].[C:34]([C:38]1[CH:43]=[CH:42][C:41]([N:44]=[C:45]=[O:46])=[CH:40][CH:39]=1)([CH3:37])([CH3:36])[CH3:35].N1CCOCC1.C(O)C(N)(CO)CO. (7) Given the product [F:1][C:2]1[CH:7]=[CH:6][C:5]([CH:8]2[CH2:13][CH2:12][NH:11][CH2:10][CH:9]2[CH2:15][CH2:16][C:17]([OH:19])=[O:18])=[CH:4][CH:3]=1, predict the reactants needed to synthesize it. The reactants are: [F:1][C:2]1[CH:7]=[CH:6][C:5]([CH:8]2[CH2:13][C:12](=O)[NH:11][CH2:10][CH:9]2[CH2:15][CH2:16][C:17]([OH:19])=[O:18])=[CH:4][CH:3]=1.F[B-](F)(F)F.C[O+](C)C.[BH4-].[Na+]. (8) Given the product [CH3:1][N:2]([CH3:9])[CH2:3][CH2:4][CH2:5][C:6]([NH:64][S:61]([C:58]1[CH:57]=[CH:56][C:55]([N:54]2[C:50]([C:47]3[CH:48]=[CH:49][C:44]([CH3:43])=[CH:45][CH:46]=3)=[CH:51][C:52]([C:65]([F:66])([F:67])[F:68])=[N:53]2)=[CH:60][CH:59]=1)(=[O:63])=[O:62])=[O:7], predict the reactants needed to synthesize it. The reactants are: [CH3:1][N:2]([CH3:9])[CH2:3][CH2:4][CH2:5][C:6](O)=[O:7].CN(C(ON1N=NC2C=CC=CC1=2)=[N+](C)C)C.F[P-](F)(F)(F)(F)F.C(N(CC)C(C)C)(C)C.[CH3:43][C:44]1[CH:45]=[CH:46][C:47]([C:50]2[N:54]([C:55]3[CH:56]=[CH:57][C:58]([S:61]([NH2:64])(=[O:63])=[O:62])=[CH:59][CH:60]=3)[N:53]=[C:52]([C:65]([F:68])([F:67])[F:66])[CH:51]=2)=[CH:48][CH:49]=1. (9) Given the product [CH2:1]([O:8][C:9]1[CH:15]=[CH:14][C:12]([NH:13][C:2]2[CH:7]=[CH:6][CH:5]=[CH:4][CH:3]=2)=[C:11]([N+:16]([O-:18])=[O:17])[CH:10]=1)[C:2]1[CH:3]=[CH:4][CH:5]=[CH:6][CH:7]=1, predict the reactants needed to synthesize it. The reactants are: [CH2:1]([O:8][C:9]1[CH:15]=[CH:14][C:12]([NH2:13])=[C:11]([N+:16]([O-:18])=[O:17])[CH:10]=1)[C:2]1[CH:7]=[CH:6][CH:5]=[CH:4][CH:3]=1.C(=O)([O-])[O-].[K+].[K+]. (10) Given the product [Cl:21][CH2:17][C:8]1[C:6]2[O:7][C:3]([CH2:1][CH3:2])=[CH:4][C:5]=2[CH:16]=[C:10]2[O:11][C:12]([CH3:15])([CH3:14])[CH2:13][C:9]=12, predict the reactants needed to synthesize it. The reactants are: [CH2:1]([C:3]1[O:7][C:6]2[C:8]([CH2:17]O)=[C:9]3[CH2:13][C:12]([CH3:15])([CH3:14])[O:11][C:10]3=[CH:16][C:5]=2[CH:4]=1)[CH3:2].S(Cl)([Cl:21])=O.